From a dataset of Full USPTO retrosynthesis dataset with 1.9M reactions from patents (1976-2016). Predict the reactants needed to synthesize the given product. (1) Given the product [OH:18][C@@:19]([CH3:31])([C:23]([NH:25][CH2:26][C:27]([F:28])([F:29])[F:30])=[O:24])[C:20]([NH:1][C@@H:2]1[C:8](=[O:9])[NH:7][C:6]2[CH:10]=[CH:11][CH:12]=[CH:13][C:5]=2[C:4]2[CH:14]=[CH:15][CH:16]=[CH:17][C:3]1=2)=[O:21], predict the reactants needed to synthesize it. The reactants are: [NH2:1][C@@H:2]1[C:8](=[O:9])[NH:7][C:6]2[CH:10]=[CH:11][CH:12]=[CH:13][C:5]=2[C:4]2[CH:14]=[CH:15][CH:16]=[CH:17][C:3]1=2.[OH:18][C@@:19]([CH3:31])([C:23]([NH:25][CH2:26][C:27]([F:30])([F:29])[F:28])=[O:24])[C:20](O)=[O:21].O.ON1C2C=CC=CC=2N=N1.C(N(C(C)C)CC)(C)C.Cl.CN(C)CCCN=C=NCC. (2) Given the product [Cl:25][C:10]1[N:11]=[C:6]([C:2]2[O:1][CH:5]=[CH:4][CH:3]=2)[C:7]([C:15]2[CH:20]=[CH:19][N:18]=[C:17]([S:21][CH3:22])[N:16]=2)=[CH:8][C:9]=1[C:13]#[N:14], predict the reactants needed to synthesize it. The reactants are: [O:1]1[CH:5]=[CH:4][CH:3]=[C:2]1[C:6]1[NH:11][C:10](=O)[C:9]([C:13]#[N:14])=[CH:8][C:7]=1[C:15]1[CH:20]=[CH:19][N:18]=[C:17]([S:21][CH3:22])[N:16]=1.P(Cl)(Cl)([Cl:25])=O. (3) The reactants are: Br[C:2]1[C:7]([N+:8]([O-:10])=[O:9])=[CH:6][C:5]([Br:11])=[C:4]([CH2:12][CH3:13])[N:3]=1.[CH:14]([NH2:17])([CH3:16])[CH3:15]. Given the product [Br:11][C:5]1[CH:6]=[C:7]([N+:8]([O-:10])=[O:9])[C:2]([NH:17][CH:14]([CH3:16])[CH3:15])=[N:3][C:4]=1[CH2:12][CH3:13], predict the reactants needed to synthesize it.